This data is from Full USPTO retrosynthesis dataset with 1.9M reactions from patents (1976-2016). The task is: Predict the reactants needed to synthesize the given product. (1) Given the product [CH2:12]([N:19]1[CH2:24][CH2:23][N:22]([C:2]2[CH:11]=[CH:10][CH:9]=[CH:8][C:3]=2[C:4]([O:6][CH3:7])=[O:5])[CH2:21][CH2:20]1)[C:13]1[CH:14]=[CH:15][CH:16]=[CH:17][CH:18]=1, predict the reactants needed to synthesize it. The reactants are: F[C:2]1[CH:11]=[CH:10][CH:9]=[CH:8][C:3]=1[C:4]([O:6][CH3:7])=[O:5].[CH2:12]([N:19]1[CH2:24][CH2:23][NH:22][CH2:21][CH2:20]1)[C:13]1[CH:18]=[CH:17][CH:16]=[CH:15][CH:14]=1.C([O-])([O-])=O.[K+].[K+]. (2) Given the product [C:1]1([C:27]2[CH:28]=[CH:29][CH:30]=[CH:31][CH:32]=2)[CH:6]=[CH:5][C:4]([N:7]2[C:8]3[C:13](=[CH:12][C:11]([C:21]4[CH:26]=[CH:25][CH:24]=[CH:23][CH:22]=4)=[CH:10][CH:9]=3)[CH2:14][C:15]3[CH:16]=[C:17]([Br:33])[CH:18]=[CH:19][C:20]2=3)=[CH:3][CH:2]=1, predict the reactants needed to synthesize it. The reactants are: [C:1]1([C:27]2[CH:32]=[CH:31][CH:30]=[CH:29][CH:28]=2)[CH:6]=[CH:5][C:4]([N:7]2[C:20]3[C:15](=[CH:16][CH:17]=[CH:18][CH:19]=3)[CH2:14][C:13]3[CH:12]=[C:11]([C:21]4[CH:26]=[CH:25][CH:24]=[CH:23][CH:22]=4)[CH:10]=[CH:9][C:8]2=3)=[CH:3][CH:2]=1.[Br:33]C1CC(=O)NC1=O. (3) Given the product [CH2:1]([O:8][C:9]1[CH:14]=[CH:13][C:12]([CH2:15][CH:16]([NH:18][C:19](=[O:28])[C:20]([C:21]2[CH:22]=[CH:23][C:24]([CH3:27])=[CH:25][CH:26]=2)=[CH:31][OH:35])[CH3:17])=[CH:11][C:10]=1[O:29][CH3:30])[C:2]1[CH:7]=[CH:6][CH:5]=[CH:4][CH:3]=1, predict the reactants needed to synthesize it. The reactants are: [CH2:1]([O:8][C:9]1[CH:14]=[CH:13][C:12]([CH2:15][CH:16]([NH:18][C:19](=[O:28])[CH2:20][C:21]2[CH:26]=[CH:25][C:24]([CH3:27])=[CH:23][CH:22]=2)[CH3:17])=[CH:11][C:10]=1[O:29][CH3:30])[C:2]1[CH:7]=[CH:6][CH:5]=[CH:4][CH:3]=1.[C:31]([O:35]C(N(C)C)N(C)C)(C)(C)C.Cl. (4) Given the product [OH:8][NH:9][C:10]([C@H:12]1[CH2:17][C@H:16]([O:18][C:19]2[CH:20]=[CH:21][N:22]=[CH:23][CH:24]=2)[CH2:15][N:14]([CH3:25])[C@@H:13]1[C:26]([N:28]1[CH2:33][CH2:32][CH:31]([C:34]2[CH:35]=[CH:36][CH:37]=[CH:38][CH:39]=2)[CH2:30][CH2:29]1)=[O:27])=[O:11], predict the reactants needed to synthesize it. The reactants are: OC(C(F)(F)F)=O.[OH:8][NH:9][C:10]([C@H:12]1[CH2:17][C@H:16]([O:18][C:19]2[CH:24]=[CH:23][N:22]=[CH:21][CH:20]=2)[CH2:15][N:14]([CH3:25])[C@@H:13]1[C:26]([N:28]1[CH2:33][CH:32]=[C:31]([C:34]2[CH:39]=[CH:38][CH:37]=[CH:36][CH:35]=2)[CH2:30][CH2:29]1)=[O:27])=[O:11].[H][H]. (5) Given the product [NH2:9][CH2:10][CH2:11][N:12]([CH2:22][CH:23]1[CH2:28][CH2:27][CH2:26][CH2:25][CH2:24]1)[S:13]([C:16]1[CH:21]=[CH:20][CH:19]=[CH:18][N:17]=1)(=[O:15])=[O:14].[C:1]([C:3]1[CH:4]=[CH:5][C:6]([N:9]([CH2:47][C:48]2[N:52]([CH3:53])[CH:51]=[N:50][CH:49]=2)[CH2:10][CH2:11][N:12]([CH2:22][CH:23]2[CH2:28][CH2:27][CH2:26][CH2:25][CH2:24]2)[S:13]([C:16]2[CH:21]=[CH:20][CH:19]=[CH:18][N:17]=2)(=[O:15])=[O:14])=[N:7][CH:8]=1)#[N:2], predict the reactants needed to synthesize it. The reactants are: [C:1]([C:3]1[CH:4]=[CH:5][C:6]([NH:9][CH2:10][CH2:11][N:12]([CH2:22][CH:23]2[CH2:28][CH2:27][CH2:26][CH2:25][CH2:24]2)[S:13]([C:16]2[CH:21]=[CH:20][CH:19]=[CH:18][N:17]=2)(=[O:15])=[O:14])=[N:7][CH:8]=1)#[N:2].ClCC1NC=NC=1.Cl.NC1C=CC=CC=1.[H-].[Na+].Cl[CH2:47][C:48]1[N:52]([CH3:53])[CH:51]=[N:50][CH:49]=1. (6) Given the product [CH2:7]([SH:10])[CH2:8][CH3:9].[CH3:1][C:2]([O-:5])([CH3:4])[CH3:3].[Na+:6], predict the reactants needed to synthesize it. The reactants are: [CH3:1][C:2]([O-:5])([CH3:4])[CH3:3].[Na+:6].[CH2:7]([SH:10])[CH2:8][CH3:9].C([O-])(O)=O.[Na+]. (7) Given the product [C:1]([C:5]1[CH:9]=[C:8]([NH:10][C:25](=[O:26])[O:27][C:28]2[CH:33]=[CH:32][CH:31]=[CH:30][CH:29]=2)[N:7]([C:11]2[CH:12]=[N:13][CH:14]=[C:15]([F:17])[CH:16]=2)[N:6]=1)([CH3:4])([CH3:2])[CH3:3], predict the reactants needed to synthesize it. The reactants are: [C:1]([C:5]1[CH:9]=[C:8]([NH2:10])[N:7]([C:11]2[CH:12]=[N:13][CH:14]=[C:15]([F:17])[CH:16]=2)[N:6]=1)([CH3:4])([CH3:3])[CH3:2].C(=O)([O-])[O-].[K+].[K+].Cl[C:25]([O:27][C:28]1[CH:33]=[CH:32][CH:31]=[CH:30][CH:29]=1)=[O:26]. (8) The reactants are: [F:1][C:2]1[CH:3]=[C:4]([OH:12])[CH:5]=[CH:6][C:7]=1[C:8]([F:11])([F:10])[F:9].F[C:14]1[CH:21]=[CH:20][CH:19]=[CH:18][C:15]=1[CH:16]=[O:17]. Given the product [F:1][C:2]1[CH:3]=[C:4]([CH:5]=[CH:6][C:7]=1[C:8]([F:10])([F:11])[F:9])[O:12][C:20]1[CH:19]=[CH:18][C:15]([CH:16]=[O:17])=[CH:14][CH:21]=1, predict the reactants needed to synthesize it. (9) The reactants are: [Si]([O:8][CH2:9][C:10]1[CH:11]=[C:12]([NH:20][C:21]([N:23]2[C:31]3[C:26](=[CH:27][C:28]([O:32][C:33]4[C:34]5[CH2:42][CH2:41][N:40]([C:43]([O:45][C:46]([CH3:49])([CH3:48])[CH3:47])=[O:44])[CH2:39][C:35]=5[N:36]=[CH:37][N:38]=4)=[CH:29][CH:30]=3)[CH:25]=[CH:24]2)=[O:22])[CH:13]=[C:14]([C:16]([F:19])([F:18])[F:17])[CH:15]=1)(C(C)(C)C)(C)C. Given the product [OH:8][CH2:9][C:10]1[CH:11]=[C:12]([NH:20][C:21]([N:23]2[C:31]3[C:26](=[CH:27][C:28]([O:32][C:33]4[C:34]5[CH2:42][CH2:41][N:40]([C:43]([O:45][C:46]([CH3:49])([CH3:48])[CH3:47])=[O:44])[CH2:39][C:35]=5[N:36]=[CH:37][N:38]=4)=[CH:29][CH:30]=3)[CH:25]=[CH:24]2)=[O:22])[CH:13]=[C:14]([C:16]([F:19])([F:17])[F:18])[CH:15]=1, predict the reactants needed to synthesize it.